Dataset: Full USPTO retrosynthesis dataset with 1.9M reactions from patents (1976-2016). Task: Predict the reactants needed to synthesize the given product. (1) Given the product [C:2]([OH:3])(=[O:1])[CH3:6].[O:34]=[C:29]1[NH:30][C:31](=[O:33])/[C:32](=[CH:2]/[C:6]2[CH:7]=[C:8]([NH:12][C:13]3[S:14][CH:15]=[C:16]([C:18]4[S:22][C:21]([NH:23][C:24](=[O:26])[CH3:25])=[N:20][C:19]=4[CH3:27])[N:17]=3)[CH:9]=[CH:10][CH:11]=2)/[S:28]1, predict the reactants needed to synthesize it. The reactants are: [O:1]1CC[O:3][CH:2]1[C:6]1[CH:7]=[C:8]([NH:12][C:13]2[S:14][CH:15]=[C:16]([C:18]3[S:22][C:21]([NH:23][C:24](=[O:26])[CH3:25])=[N:20][C:19]=3[CH3:27])[N:17]=2)[CH:9]=[CH:10][CH:11]=1.[S:28]1[CH2:32][C:31](=[O:33])[NH:30][C:29]1=[O:34].NCCC(O)=O.O. (2) Given the product [Br:1][C:2]1[CH:3]=[CH:4][C:5]([CH:9]2[CH2:11][CH2:10]2)=[C:6]([B:21]([OH:22])[OH:20])[CH:7]=1, predict the reactants needed to synthesize it. The reactants are: [Br:1][C:2]1[CH:3]=[CH:4][C:5]([CH:9]2[CH2:11][CH2:10]2)=[C:6](I)[CH:7]=1.C([Mg]Cl)(C)C.C([O:20][B:21](OC(C)C)[O:22]C(C)C)(C)C. (3) Given the product [NH:1]1[C:2]2[C:3](=[CH:4][CH:5]=[CH:6][CH:7]=2)[CH:8]=[C:9]1[C:10]1[C:11]([O:38][CH3:39])=[CH:12][C:13]([O:36][CH3:37])=[C:14](/[CH:16]=[CH:17]/[C:18]([C:20]2[CH:25]=[CH:24][C:23]([S:26]([NH:29][C:30]3[CH:35]=[CH:34][CH:33]=[CH:32][N:31]=3)(=[O:28])=[O:27])=[CH:22][CH:21]=2)=[O:19])[CH:15]=1, predict the reactants needed to synthesize it. The reactants are: [NH2:1][C:2]1[CH:7]=[CH:6][CH:5]=[CH:4][C:3]=1[C:8]#[C:9][C:10]1[C:11]([O:38][CH3:39])=[CH:12][C:13]([O:36][CH3:37])=[C:14](/[CH:16]=[CH:17]/[C:18]([C:20]2[CH:25]=[CH:24][C:23]([S:26]([NH:29][C:30]3[CH:35]=[CH:34][CH:33]=[CH:32][N:31]=3)(=[O:28])=[O:27])=[CH:22][CH:21]=2)=[O:19])[CH:15]=1. (4) Given the product [CH3:27][O:26][C:23]1[CH:24]=[C:25]2[C:20]([C:19]([C:28]3[CH:33]=[CH:32][C:31]([O:34][CH3:35])=[CH:30][CH:29]=3)=[N:18][N:17]=[C:16]2[NH:15][CH:12]2[CH2:11][CH2:10][NH:9][CH2:14][CH2:13]2)=[CH:21][CH:22]=1, predict the reactants needed to synthesize it. The reactants are: O.C([N:9]1[CH2:14][CH2:13][CH:12]([NH:15][C:16]2[C:25]3[C:20](=[CH:21][CH:22]=[C:23]([O:26][CH3:27])[CH:24]=3)[C:19]([C:28]3[CH:33]=[CH:32][C:31]([O:34][CH3:35])=[CH:30][CH:29]=3)=[N:18][N:17]=2)[CH2:11][CH2:10]1)C1C=CC=CC=1.